Dataset: Full USPTO retrosynthesis dataset with 1.9M reactions from patents (1976-2016). Task: Predict the reactants needed to synthesize the given product. (1) Given the product [F:1][C:2]([F:39])([F:38])[C:3]1[CH:4]=[C:5]([CH:31]=[C:32]([C:34]([F:37])([F:36])[F:35])[CH:33]=1)[CH2:6][N:7]1[CH2:14][CH2:13][CH2:12][NH:11][C:10]2[N:15]=[C:16]([N:45]3[CH2:46][CH2:47][N:42]([CH:40]=[O:41])[CH2:43][CH2:44]3)[N:17]=[C:18]([C:19]3[CH:24]=[CH:23][CH:22]=[CH:21][C:20]=3[CH3:25])[C:9]=2[C:8]1=[O:30], predict the reactants needed to synthesize it. The reactants are: [F:1][C:2]([F:39])([F:38])[C:3]1[CH:4]=[C:5]([CH:31]=[C:32]([C:34]([F:37])([F:36])[F:35])[CH:33]=1)[CH2:6][N:7]1[CH2:14][CH2:13][CH2:12][NH:11][C:10]2[N:15]=[C:16](S(C)(=O)=O)[N:17]=[C:18]([C:19]3[CH:24]=[CH:23][CH:22]=[CH:21][C:20]=3[CH3:25])[C:9]=2[C:8]1=[O:30].[CH:40]([N:42]1[CH2:47][CH2:46][NH:45][CH2:44][CH2:43]1)=[O:41]. (2) Given the product [CH3:1][O:2][CH2:3][CH:4]1[O:5][CH2:6][CH:7]([OH:22])[CH2:8][CH2:9]1, predict the reactants needed to synthesize it. The reactants are: [CH3:1][O:2][CH2:3][CH:4]1[CH2:9][CH2:8][CH:7]=[CH:6][O:5]1.B1C2CCCC1CCC2.C1C[O:22]CC1. (3) The reactants are: [CH3:1][O:2][C:3]([C:5]1[O:6][C:7]([C:10]#[C:11][CH2:12][NH:13][C:14]([O:16][C:17]([CH3:20])([CH3:19])[CH3:18])=[O:15])=[CH:8][CH:9]=1)=[O:4]. Given the product [CH3:1][O:2][C:3]([C:5]1[O:6][C:7]([CH2:10][CH2:11][CH2:12][NH:13][C:14]([O:16][C:17]([CH3:20])([CH3:19])[CH3:18])=[O:15])=[CH:8][CH:9]=1)=[O:4], predict the reactants needed to synthesize it. (4) The reactants are: [Cl:1][C:2]1[CH:7]=[C:6]([Cl:8])[CH:5]=[CH:4][C:3]=1[C:9]1[N:10]=[C:11](/[CH:16]=[CH:17]/[C:18]2[CH:23]=[CH:22][C:21]([C:24]3[CH:29]=[CH:28][C:27]([O:30][C:31]4[CH:36]=[CH:35][C:34]([NH2:37])=[CH:33][CH:32]=4)=[CH:26][CH:25]=3)=[CH:20][CH:19]=2)[N:12]([CH2:14][CH3:15])[CH:13]=1.[C:38](Cl)(=[O:40])[CH3:39]. Given the product [Cl:1][C:2]1[CH:7]=[C:6]([Cl:8])[CH:5]=[CH:4][C:3]=1[C:9]1[N:10]=[C:11](/[CH:16]=[CH:17]/[C:18]2[CH:23]=[CH:22][C:21]([C:24]3[CH:29]=[CH:28][C:27]([O:30][C:31]4[CH:32]=[CH:33][C:34]([NH:37][C:38](=[O:40])[CH3:39])=[CH:35][CH:36]=4)=[CH:26][CH:25]=3)=[CH:20][CH:19]=2)[N:12]([CH2:14][CH3:15])[CH:13]=1, predict the reactants needed to synthesize it. (5) The reactants are: C(OC([N:11]1[CH2:16][CH2:15][CH:14]([C:17](=O)[CH2:18][CH:19]([C:30]2[CH:35]=[CH:34][C:33]([O:36][CH3:37])=[CH:32][CH:31]=2)[C:20]([C:22]2[CH:27]=[CH:26][C:25]([O:28][CH3:29])=[CH:24][CH:23]=2)=[O:21])[CH2:13][CH2:12]1)=O)C1C=CC=CC=1.C(=O)(O)[O-].[Na+]. Given the product [CH3:37][O:36][C:33]1[CH:34]=[CH:35][C:30]([C:19]2[CH:18]=[C:17]([CH:14]3[CH2:15][CH2:16][NH:11][CH2:12][CH2:13]3)[O:21][C:20]=2[C:22]2[CH:23]=[CH:24][C:25]([O:28][CH3:29])=[CH:26][CH:27]=2)=[CH:31][CH:32]=1, predict the reactants needed to synthesize it. (6) Given the product [Cl:1][C:2]1[C:7]([C:8]([OH:10])=[O:9])=[CH:6][CH:5]=[C:4]([N:15]2[CH:19]=[CH:18][C:17]([O:20][CH2:21][C:22]([CH3:25])([CH3:24])[CH3:23])=[N:16]2)[N:3]=1, predict the reactants needed to synthesize it. The reactants are: [Cl:1][C:2]1[C:7]([C:8]([O:10]C(C)(C)C)=[O:9])=[CH:6][CH:5]=[C:4]([N:15]2[CH:19]=[CH:18][C:17]([O:20][CH2:21][C:22]([CH3:25])([CH3:24])[CH3:23])=[N:16]2)[N:3]=1.C(O)(C(F)(F)F)=O. (7) Given the product [C:23]1([C:32]2[CH:37]=[CH:36][CH:35]=[CH:34][CH:33]=2)[CH:28]=[CH:27][CH:26]=[CH:25][C:24]=1[C:2]1[CH:7]=[CH:6][C:5]2[NH:8][C:9]3[C:10](=[CH:11][CH:12]=[C:13]4[C:21]=3[NH:20][C:19]3[C:14]4=[CH:15][C:16]([C:2]4[CH:7]=[CH:6][CH:5]=[CH:4][C:3]=4[C:44]4[CH:45]=[CH:13][CH:21]=[CH:9][CH:10]=4)=[CH:17][CH:18]=3)[C:4]=2[CH:3]=1, predict the reactants needed to synthesize it. The reactants are: Br[C:2]1[CH:7]=[CH:6][C:5]2[NH:8][C:9]3[C:10](=[CH:11][CH:12]=[C:13]4[C:21]=3[NH:20][C:19]3[C:14]4=[CH:15][C:16](Br)=[CH:17][CH:18]=3)[C:4]=2[CH:3]=1.[C:23]1([C:32]2[CH:37]=[CH:36][CH:35]=[CH:34][CH:33]=2)[CH:28]=[CH:27][CH:26]=[CH:25][C:24]=1B(O)O.C([O-])([O-])=O.[Na+].[Na+].[CH3:44][CH2:45]O.